The task is: Predict the product of the given reaction.. This data is from Forward reaction prediction with 1.9M reactions from USPTO patents (1976-2016). (1) Given the reactants [OH-].[K+].[CH3:3][C:4]1[CH:5]=[C:6]([O:17][C:18]2[CH:23]=[CH:22][N:21]=[C:20]([NH:24][C:25]3[CH:35]=[CH:34][C:28]([C:29]([O:31]CC)=[O:30])=[CH:27][CH:26]=3)[CH:19]=2)[C:7]([C:11]2[CH:16]=[CH:15][CH:14]=[CH:13][N:12]=2)=[N:8][C:9]=1[CH3:10].Cl, predict the reaction product. The product is: [CH3:3][C:4]1[CH:5]=[C:6]([O:17][C:18]2[CH:23]=[CH:22][N:21]=[C:20]([NH:24][C:25]3[CH:26]=[CH:27][C:28]([C:29]([OH:31])=[O:30])=[CH:34][CH:35]=3)[CH:19]=2)[C:7]([C:11]2[CH:16]=[CH:15][CH:14]=[CH:13][N:12]=2)=[N:8][C:9]=1[CH3:10]. (2) Given the reactants [N:1]1[N:5]2[CH:6]=[CH:7][C:8]([O-:10])=[N:9][C:4]2=[CH:3][CH:2]=1.[Na+], predict the reaction product. The product is: [N:1]1[N:5]2[CH:4]=[N:9][C:8](=[O:10])[CH2:7][C:6]2=[CH:3][CH:2]=1. (3) Given the reactants [CH:1]1([N:7]([C:22]([N:24]([CH3:26])[CH3:25])=[O:23])[C@@H:8]2[CH2:13][CH2:12][N:11](C(OC(C)(C)C)=O)[CH2:10][C@H:9]2[CH3:21])[CH2:6][CH2:5][CH2:4][CH2:3][CH2:2]1.Cl, predict the reaction product. The product is: [CH:1]1([N:7]([C@@H:8]2[CH2:13][CH2:12][NH:11][CH2:10][C@H:9]2[CH3:21])[C:22]([N:24]([CH3:26])[CH3:25])=[O:23])[CH2:2][CH2:3][CH2:4][CH2:5][CH2:6]1. (4) The product is: [O:15]=[C:13]1[NH:12][C:8]2=[N:9][CH:10]=[CH:11][C:6]([O:5][C:4]3[CH:3]=[C:2]([NH:1][C:24](=[O:25])[C:23]4[CH:27]=[C:28]([Cl:30])[CH:29]=[C:21]([C:20]([F:32])([F:19])[F:31])[CH:22]=4)[CH:18]=[CH:17][CH:16]=3)=[C:7]2[NH:14]1. Given the reactants [NH2:1][C:2]1[CH:3]=[C:4]([CH:16]=[CH:17][CH:18]=1)[O:5][C:6]1[CH:11]=[CH:10][N:9]=[C:8]2[NH:12][C:13](=[O:15])[NH:14][C:7]=12.[F:19][C:20]([F:32])([F:31])[C:21]1[CH:22]=[C:23]([CH:27]=[C:28]([Cl:30])[CH:29]=1)[C:24](Cl)=[O:25], predict the reaction product. (5) Given the reactants [CH:1]1([S:4]([C:7]2[CH:12]=[CH:11][C:10]([CH:13]([C:21](=[O:25])[CH:22]=[CH:23][CH3:24])[CH2:14][CH:15]3[CH2:20][CH2:19][O:18][CH2:17][CH2:16]3)=[CH:9][CH:8]=2)(=[O:6])=[O:5])[CH2:3][CH2:2]1.C(O)C.O1CCCC1.[Si:34]([O:41][CH:42]([C:44]1[CH:45]=[CH:46][C:47]([CH:50]=[O:51])=[N:48][CH:49]=1)[CH3:43])([C:37]([CH3:40])([CH3:39])[CH3:38])([CH3:36])[CH3:35], predict the reaction product. The product is: [Si:34]([O:41][CH:42]([C:44]1[CH:45]=[CH:46][C:47]([C:50](=[O:51])[CH:23]([CH3:24])[CH2:22][C:21](=[O:25])[CH:13]([C:10]2[CH:9]=[CH:8][C:7]([S:4]([CH:1]3[CH2:2][CH2:3]3)(=[O:6])=[O:5])=[CH:12][CH:11]=2)[CH2:14][CH:15]2[CH2:20][CH2:19][O:18][CH2:17][CH2:16]2)=[N:48][CH:49]=1)[CH3:43])([C:37]([CH3:40])([CH3:38])[CH3:39])([CH3:36])[CH3:35].